From a dataset of Full USPTO retrosynthesis dataset with 1.9M reactions from patents (1976-2016). Predict the reactants needed to synthesize the given product. (1) Given the product [N:5]([C:6]1[CH:15]=[C:14]([C:16]([F:17])([F:18])[F:19])[CH:13]=[CH:12][C:7]=1[C:8]([O:10][CH3:11])=[O:9])=[C:1]=[S:2], predict the reactants needed to synthesize it. The reactants are: [C:1](Cl)(Cl)=[S:2].[NH2:5][C:6]1[CH:15]=[C:14]([C:16]([F:19])([F:18])[F:17])[CH:13]=[CH:12][C:7]=1[C:8]([O:10][CH3:11])=[O:9]. (2) Given the product [C:26]([C:23]1[CH:24]=[CH:25][C:20]([O:19][CH2:18][C:14]2[CH:13]=[C:12]([NH:11][C:9](=[O:10])[C:8]3[CH:7]=[C:6]([CH:35]=[CH:34][CH:33]=3)[C:5]([OH:36])=[O:4])[CH:17]=[CH:16][CH:15]=2)=[C:21]([CH2:30][CH2:31][CH3:32])[C:22]=1[OH:29])(=[O:28])[CH3:27], predict the reactants needed to synthesize it. The reactants are: [OH-].[Li+].C[O:4][C:5](=[O:36])[C:6]1[CH:35]=[CH:34][CH:33]=[C:8]([C:9]([NH:11][C:12]2[CH:17]=[CH:16][CH:15]=[C:14]([CH2:18][O:19][C:20]3[CH:25]=[CH:24][C:23]([C:26](=[O:28])[CH3:27])=[C:22]([OH:29])[C:21]=3[CH2:30][CH2:31][CH3:32])[CH:13]=2)=[O:10])[CH:7]=1.Cl. (3) Given the product [CH:18]([O:21][C:22](=[O:26])[C@@H:23]([NH:24][P:12]([O:1][C:2]1[C:10]([F:11])=[CH:9][C:5]2=[N:6][S:7][N:8]=[C:4]2[CH:3]=1)([O:47][CH2:46][C@@H:43]1[C@@H:44]([OH:45])[C@:40]([F:39])([CH3:56])[C@H:41]([N:48]2[CH:55]=[CH:54][C:52](=[O:53])[NH:51][C:49]2=[O:50])[O:42]1)=[O:13])[CH3:25])([CH3:20])[CH3:19], predict the reactants needed to synthesize it. The reactants are: [OH:1][C:2]1[C:10]([F:11])=[CH:9][C:5]2=[N:6][S:7][N:8]=[C:4]2[CH:3]=1.[P:12](Cl)(Cl)(Cl)=[O:13].Cl.[CH:18]([O:21][C:22](=[O:26])[C@H:23]([CH3:25])[NH2:24])([CH3:20])[CH3:19].FC1C(O)=C(F)C(F)=C(F)C=1F.[F:39][C@:40]1([CH3:56])[C@H:44]([OH:45])[C@@H:43]([CH2:46][OH:47])[O:42][C@H:41]1[N:48]1[CH:55]=[CH:54][C:52](=[O:53])[NH:51][C:49]1=[O:50]. (4) Given the product [O:19]=[C:18]1[CH2:16][CH2:17][C:3]2([CH2:8][CH2:7][N:6]([C:9]([O:11][C:12]([CH3:15])([CH3:14])[CH3:13])=[O:10])[CH2:5][CH2:4]2)[CH:1]=[CH:20]1, predict the reactants needed to synthesize it. The reactants are: [CH:1]([CH:3]1[CH2:8][CH2:7][N:6]([C:9]([O:11][C:12]([CH3:15])([CH3:14])[CH3:13])=[O:10])[CH2:5][CH2:4]1)=O.[CH:16]([C:18]([CH3:20])=[O:19])=[CH2:17].[OH-].[K+]. (5) Given the product [CH2:14]([O:21][C@@H:22]1[C@@H:28]([O:29][CH2:30][C:31]2[CH:32]=[CH:33][CH:34]=[CH:35][CH:36]=2)[C@H:27]([O:37][CH2:38][C:39]2[CH:44]=[CH:43][CH:42]=[CH:41][CH:40]=2)[C@@H:26]([CH2:45][O:46][CH2:47][C:48]2[CH:49]=[CH:50][CH:51]=[CH:52][CH:53]=2)[O:25][C@@:23]1([C:54]1[CH:59]=[CH:58][C:57]([CH3:60])=[C:56]([CH2:61][C:62]2[CH:63]=[CH:64][C:65]([C:13]#[C:12][Si:9]([CH3:11])([CH3:10])[CH3:8])=[CH:66][CH:67]=2)[CH:55]=1)[OH:24])[C:15]1[CH:20]=[CH:19][CH:18]=[CH:17][CH:16]=1, predict the reactants needed to synthesize it. The reactants are: C(N(CC)CC)C.[CH3:8][Si:9]([C:12]#[CH:13])([CH3:11])[CH3:10].[CH2:14]([O:21][C@@H:22]1[C@@H:28]([O:29][CH2:30][C:31]2[CH:36]=[CH:35][CH:34]=[CH:33][CH:32]=2)[C@H:27]([O:37][CH2:38][C:39]2[CH:44]=[CH:43][CH:42]=[CH:41][CH:40]=2)[C@@H:26]([CH2:45][O:46][CH2:47][C:48]2[CH:53]=[CH:52][CH:51]=[CH:50][CH:49]=2)[O:25][C@@:23]1([C:54]1[CH:59]=[CH:58][C:57]([CH3:60])=[C:56]([CH2:61][C:62]2[CH:67]=[CH:66][C:65](OS(C(F)(F)F)(=O)=O)=[CH:64][CH:63]=2)[CH:55]=1)[OH:24])[C:15]1[CH:20]=[CH:19][CH:18]=[CH:17][CH:16]=1.C(=O)([O-])O.[Na+].